This data is from NCI-60 drug combinations with 297,098 pairs across 59 cell lines. The task is: Regression. Given two drug SMILES strings and cell line genomic features, predict the synergy score measuring deviation from expected non-interaction effect. (1) Drug 1: C1=C(C(=O)NC(=O)N1)F. Drug 2: CN(CCCl)CCCl.Cl. Cell line: KM12. Synergy scores: CSS=12.7, Synergy_ZIP=-25.3, Synergy_Bliss=-36.8, Synergy_Loewe=-32.7, Synergy_HSA=-32.5. (2) Drug 1: CC12CCC3C(C1CCC2O)C(CC4=C3C=CC(=C4)O)CCCCCCCCCS(=O)CCCC(C(F)(F)F)(F)F. Drug 2: CC1C(C(CC(O1)OC2CC(CC3=C2C(=C4C(=C3O)C(=O)C5=C(C4=O)C(=CC=C5)OC)O)(C(=O)CO)O)N)O.Cl. Cell line: SW-620. Synergy scores: CSS=39.7, Synergy_ZIP=-0.0703, Synergy_Bliss=-1.40, Synergy_Loewe=-6.01, Synergy_HSA=-0.226. (3) Drug 1: CNC(=O)C1=CC=CC=C1SC2=CC3=C(C=C2)C(=NN3)C=CC4=CC=CC=N4. Drug 2: C1CC(=O)NC(=O)C1N2C(=O)C3=CC=CC=C3C2=O. Cell line: SNB-19. Synergy scores: CSS=3.65, Synergy_ZIP=1.20, Synergy_Bliss=5.73, Synergy_Loewe=2.42, Synergy_HSA=4.91. (4) Drug 1: CC(C)(C#N)C1=CC(=CC(=C1)CN2C=NC=N2)C(C)(C)C#N. Drug 2: C1=NC2=C(N1)C(=S)N=CN2. Cell line: MOLT-4. Synergy scores: CSS=67.7, Synergy_ZIP=-2.50, Synergy_Bliss=-0.803, Synergy_Loewe=0.175, Synergy_HSA=1.29. (5) Drug 1: C1=C(C(=O)NC(=O)N1)N(CCCl)CCCl. Drug 2: CCCS(=O)(=O)NC1=C(C(=C(C=C1)F)C(=O)C2=CNC3=C2C=C(C=N3)C4=CC=C(C=C4)Cl)F. Cell line: OVCAR-8. Synergy scores: CSS=19.8, Synergy_ZIP=-8.37, Synergy_Bliss=2.86, Synergy_Loewe=-4.50, Synergy_HSA=1.02. (6) Drug 2: C(=O)(N)NO. Synergy scores: CSS=18.2, Synergy_ZIP=-2.74, Synergy_Bliss=2.66, Synergy_Loewe=-11.7, Synergy_HSA=2.88. Cell line: HT29. Drug 1: CC1C(C(CC(O1)OC2CC(CC3=C2C(=C4C(=C3O)C(=O)C5=C(C4=O)C(=CC=C5)OC)O)(C(=O)C)O)N)O.Cl. (7) Drug 1: CC1=C(C(=CC=C1)Cl)NC(=O)C2=CN=C(S2)NC3=CC(=NC(=N3)C)N4CCN(CC4)CCO. Drug 2: CN(CCCl)CCCl.Cl. Cell line: U251. Synergy scores: CSS=36.6, Synergy_ZIP=-3.37, Synergy_Bliss=0.384, Synergy_Loewe=-0.898, Synergy_HSA=-0.610. (8) Drug 1: CC1=C2C(C(=O)C3(C(CC4C(C3C(C(C2(C)C)(CC1OC(=O)C(C(C5=CC=CC=C5)NC(=O)OC(C)(C)C)O)O)OC(=O)C6=CC=CC=C6)(CO4)OC(=O)C)OC)C)OC. Drug 2: C(CCl)NC(=O)N(CCCl)N=O. Cell line: A498. Synergy scores: CSS=38.7, Synergy_ZIP=3.88, Synergy_Bliss=6.66, Synergy_Loewe=-12.0, Synergy_HSA=5.97.